This data is from Peptide-MHC class I binding affinity with 185,985 pairs from IEDB/IMGT. The task is: Regression. Given a peptide amino acid sequence and an MHC pseudo amino acid sequence, predict their binding affinity value. This is MHC class I binding data. The peptide sequence is LASCMGLIY. The MHC is HLA-A26:01 with pseudo-sequence HLA-A26:01. The binding affinity (normalized) is 0.0563.